From a dataset of Catalyst prediction with 721,799 reactions and 888 catalyst types from USPTO. Predict which catalyst facilitates the given reaction. (1) Reactant: Br[C:2]1[C:10]2[N:9]=[CH:8][N:7]([CH3:11])[C:6]=2[CH:5]=[C:4]([Cl:12])[CH:3]=1.[O:13]1[CH2:16][CH:15]([N:17]2[CH2:22][CH2:21][N:20]([C:23]3[CH:24]=[CH:25][C:26]([NH2:29])=[N:27][CH:28]=3)[CH2:19][CH2:18]2)[CH2:14]1.C(=O)([O-])[O-].[Cs+].[Cs+].CC1(C)C2C(=C(P(C3C=CC=CC=3)C3C=CC=CC=3)C=CC=2)OC2C(P(C3C=CC=CC=3)C3C=CC=CC=3)=CC=CC1=2. Product: [Cl:12][C:4]1[CH:3]=[C:2]([NH:29][C:26]2[CH:25]=[CH:24][C:23]([N:20]3[CH2:21][CH2:22][N:17]([CH:15]4[CH2:14][O:13][CH2:16]4)[CH2:18][CH2:19]3)=[CH:28][N:27]=2)[C:10]2[N:9]=[CH:8][N:7]([CH3:11])[C:6]=2[CH:5]=1. The catalyst class is: 110. (2) Reactant: [OH:1][C:2]1[C:15]2[C:14](=[O:16])[C:13]3[C:8](=[CH:9][CH:10]=[CH:11][CH:12]=3)[S:7][C:6]=2[C:5]([OH:17])=[CH:4][CH:3]=1.C(=O)([O-])[O-].[K+].[K+].Br[CH2:25][CH2:26][Cl:27]. Product: [Cl:27][CH:26]([O:1][C:2]1[C:15]2[C:14](=[O:16])[C:13]3[C:8](=[CH:9][CH:10]=[CH:11][CH:12]=3)[S:7][C:6]=2[C:5]([OH:17])=[CH:4][CH:3]=1)[CH3:25]. The catalyst class is: 21.